Task: Predict the product of the given reaction.. Dataset: Forward reaction prediction with 1.9M reactions from USPTO patents (1976-2016) (1) Given the reactants O[Li].O.C[O:5][C:6]([C:8]1[S:12][C:11]([C:13]2[N:14]=[N+:15]([O-:19])[CH:16]=[CH:17][CH:18]=2)=[CH:10][CH:9]=1)=[O:7], predict the reaction product. The product is: [C:6]([C:8]1[S:12][C:11]([C:13]2[N:14]=[N+:15]([O-:19])[CH:16]=[CH:17][CH:18]=2)=[CH:10][CH:9]=1)([OH:7])=[O:5]. (2) Given the reactants [OH:1][C:2]1[CH:3]=[C:4]2[C:9](=[CH:10][CH:11]=1)[C:8](=[O:12])[N:7]([CH2:13][CH:14]([CH3:16])[CH3:15])[C:6]([CH2:17][NH:18]C(=O)OC(C)(C)C)=[C:5]2[C:26]1[S:27][CH:28]=[CH:29][CH:30]=1.[ClH:31], predict the reaction product. The product is: [ClH:31].[NH2:18][CH2:17][C:6]1[N:7]([CH2:13][CH:14]([CH3:16])[CH3:15])[C:8](=[O:12])[C:9]2[C:4]([C:5]=1[C:26]1[S:27][CH:28]=[CH:29][CH:30]=1)=[CH:3][C:2]([OH:1])=[CH:11][CH:10]=2. (3) Given the reactants C(P(CCCC)CCCC)CCC.[CH2:14]([O:16][C:17](=[O:27])[CH2:18][C:19]1[CH:24]=[CH:23][C:22]([OH:25])=[C:21]([Cl:26])[CH:20]=1)[CH3:15].[Br:28][C:29]1[CH:34]=[CH:33][C:32]([C:35]([C:39]2[CH:44]=[CH:43][C:42]([Br:45])=[CH:41][CH:40]=2)=[CH:36][CH2:37]O)=[CH:31][CH:30]=1, predict the reaction product. The product is: [CH2:14]([O:16][C:17](=[O:27])[CH2:18][C:19]1[CH:24]=[CH:23][C:22]([O:25][CH2:37][CH:36]=[C:35]([C:32]2[CH:31]=[CH:30][C:29]([Br:28])=[CH:34][CH:33]=2)[C:39]2[CH:40]=[CH:41][C:42]([Br:45])=[CH:43][CH:44]=2)=[C:21]([Cl:26])[CH:20]=1)[CH3:15]. (4) Given the reactants [Mg].Br[C:3]1[C:8]([CH:9]([CH3:11])[CH3:10])=[CH:7][C:6]([CH:12]([CH3:14])[CH3:13])=[CH:5][C:4]=1[CH:15]([CH3:17])[CH3:16].F[C:19]1[CH:24]=[C:23]([O:25][CH3:26])[CH:22]=[CH:21][C:20]=1[O:27][CH3:28].[Li]CCCC.[CH3:34][CH2:35][CH2:36][CH2:37][CH2:38][CH3:39].[I:40]I, predict the reaction product. The product is: [I:40][C:19]1[C:20]([O:27][CH3:28])=[CH:21][CH:22]=[C:23]([O:25][CH3:26])[C:24]=1[C:3]1[C:8]([CH:9]([CH3:11])[CH3:10])=[CH:7][C:6]([CH:12]([CH3:14])[CH3:13])=[C:5]([C:36]2[CH:35]=[CH:34][CH:39]=[CH:38][CH:37]=2)[C:4]=1[CH:15]([CH3:17])[CH3:16]. (5) Given the reactants [CH2:1]([N:5]1[C:14]2[C:9](=[CH:10][CH:11]=[C:12]([C:15]([O:17][CH3:18])=[O:16])[CH:13]=2)[N:8]([C:19]([O:21][C:22]([CH3:25])([CH3:24])[CH3:23])=[O:20])[CH2:7][C:6]1=O)[CH2:2][CH2:3][CH3:4].C12CCCC(CCC1)B12[H]B2(C3CCCC2CCC3)[H]1.C(CN)O, predict the reaction product. The product is: [CH2:1]([N:5]1[C:14]2[C:9](=[CH:10][CH:11]=[C:12]([C:15]([O:17][CH3:18])=[O:16])[CH:13]=2)[N:8]([C:19]([O:21][C:22]([CH3:23])([CH3:25])[CH3:24])=[O:20])[CH2:7][CH2:6]1)[CH2:2][CH2:3][CH3:4].